This data is from Forward reaction prediction with 1.9M reactions from USPTO patents (1976-2016). The task is: Predict the product of the given reaction. (1) Given the reactants [C:1]([Si:5]([CH3:17])([CH3:16])[O:6][C@H:7]1[C@H:11]2[O:12][CH2:13][C@@H:14]([OH:15])[C@H:10]2[O:9][CH2:8]1)([CH3:4])([CH3:3])[CH3:2].[H-].[Na+].Br[CH2:21][C:22]#[CH:23], predict the reaction product. The product is: [C:1]([Si:5]([CH3:17])([CH3:16])[O:6][C@@H:7]1[CH2:8][O:9][C@@H:10]2[C@H:14]([O:15][CH2:23][C:22]#[CH:21])[CH2:13][O:12][C@H:11]12)([CH3:4])([CH3:3])[CH3:2]. (2) Given the reactants [Cl:1][C:2]1[CH:3]=[C:4]2[C:10]([C:11]3[N:16]=[C:15]([NH:17][C@H:18]4[CH2:22][CH2:21][N:20](C(OC(C)(C)C)=O)[CH2:19]4)[C:14]([F:30])=[CH:13][N:12]=3)=[CH:9][N:8]([S:31]([C:34]3[CH:39]=[CH:38][C:37]([CH3:40])=[CH:36][CH:35]=3)(=[O:33])=[O:32])[C:5]2=[N:6][CH:7]=1.Cl, predict the reaction product. The product is: [Cl:1][C:2]1[CH:3]=[C:4]2[C:10]([C:11]3[N:16]=[C:15]([NH:17][C@H:18]4[CH2:22][CH2:21][NH:20][CH2:19]4)[C:14]([F:30])=[CH:13][N:12]=3)=[CH:9][N:8]([S:31]([C:34]3[CH:39]=[CH:38][C:37]([CH3:40])=[CH:36][CH:35]=3)(=[O:33])=[O:32])[C:5]2=[N:6][CH:7]=1. (3) Given the reactants [OH:1][C:2]1[C:9]([C:10]([F:13])([F:12])[F:11])=[CH:8][C:5]([CH:6]=[O:7])=[CH:4][C:3]=1[O:14][CH3:15].[OH:16]OS([O-])=O.[K+], predict the reaction product. The product is: [OH:1][C:2]1[C:9]([C:10]([F:12])([F:13])[F:11])=[CH:8][C:5]([C:6]([OH:16])=[O:7])=[CH:4][C:3]=1[O:14][CH3:15].